From a dataset of Forward reaction prediction with 1.9M reactions from USPTO patents (1976-2016). Predict the product of the given reaction. (1) Given the reactants [Br:1][C:2]1[CH:7]=[CH:6][C:5]([CH:8]([C:20]2[CH:25]=[CH:24][CH:23]=[CH:22][C:21]=2[CH3:26])[CH2:9][C:10]([C:12]2[CH:17]=[CH:16][N:15]=[C:14]([O:18]C)[CH:13]=2)=[O:11])=[CH:4][CH:3]=1.Cl.O.CCOC(C)=O, predict the reaction product. The product is: [Br:1][C:2]1[CH:3]=[CH:4][C:5]([CH:8]([C:20]2[CH:25]=[CH:24][CH:23]=[CH:22][C:21]=2[CH3:26])[CH2:9][C:10]([C:12]2[CH:17]=[CH:16][NH:15][C:14](=[O:18])[CH:13]=2)=[O:11])=[CH:6][CH:7]=1. (2) Given the reactants [C:1]([NH:5][S:6]([C:9]1[CH:14]=[CH:13][CH:12]=[C:11]([C:15]2[N:23]3[C:18]([CH:19]=[N:20][C:21](O)=[N:22]3)=[CH:17][CH:16]=2)[CH:10]=1)(=[O:8])=[O:7])([CH3:4])([CH3:3])[CH3:2].[NH2:25][C:26]1[CH:31]=[CH:30][C:29]([CH:32]2[N:37]([CH3:38])[CH2:36][CH2:35][N:34]([CH3:39])[C:33]2=[O:40])=[CH:28][CH:27]=1, predict the reaction product. The product is: [C:1]([NH:5][S:6]([C:9]1[CH:14]=[CH:13][CH:12]=[C:11]([C:15]2[N:23]3[C:18]([CH:19]=[N:20][C:21]([NH:25][C:26]4[CH:27]=[CH:28][C:29]([CH:32]5[C:33](=[O:40])[N:34]([CH3:39])[CH2:35][CH2:36][N:37]5[CH3:38])=[CH:30][CH:31]=4)=[N:22]3)=[CH:17][CH:16]=2)[CH:10]=1)(=[O:7])=[O:8])([CH3:3])([CH3:2])[CH3:4]. (3) The product is: [OH:17][NH:18][C:1]([N:3]1[CH2:4][CH2:5][N:6]([C:9]([O:11][C:12]([CH3:15])([CH3:14])[CH3:13])=[O:10])[CH2:7][CH2:8]1)=[NH:2]. Given the reactants [C:1]([N:3]1[CH2:8][CH2:7][N:6]([C:9]([O:11][C:12]([CH3:15])([CH3:14])[CH3:13])=[O:10])[CH2:5][CH2:4]1)#[N:2].[Cl-].[OH:17][NH3+:18].C(=O)([O-])[O-].[K+].[K+], predict the reaction product. (4) Given the reactants [Cl:1][C:2]1[C:10]([Cl:11])=[C:9]2[C:5]([CH2:6][C:7]([CH:14]3[CH2:18][CH2:17][CH2:16][CH2:15]3)([CH3:13])[C:8]2=[O:12])=[CH:4][C:3]=1[O:19][CH2:20][CH2:21][CH2:22][CH2:23][C:24]#[N:25].C[Si]([N:30]=[N+:31]=[N-:32])(C)C.C([Sn](=O)CCCC)CCC, predict the reaction product. The product is: [Cl:1][C:2]1[C:10]([Cl:11])=[C:9]2[C:5]([CH2:6][C:7]([CH:14]3[CH2:18][CH2:17][CH2:16][CH2:15]3)([CH3:13])[C:8]2=[O:12])=[CH:4][C:3]=1[O:19][CH2:20][CH2:21][CH2:22][CH2:23][C:24]1[N:30]=[N:31][NH:32][N:25]=1. (5) Given the reactants [C:1]([OH:6])(=[O:5])[C:2]([CH3:4])=[O:3].[CH2:7](O)[CH2:8][CH2:9][CH2:10][CH2:11][CH2:12][CH2:13][CH3:14], predict the reaction product. The product is: [C:1]([O:6][CH2:7][CH2:8][CH2:9][CH2:10][CH2:11][CH2:12][CH2:13][CH3:14])(=[O:5])[C:2]([CH3:4])=[O:3]. (6) Given the reactants [NH2:1][NH:2][C:3](=[NH:14])[C:4]1[C:9]([C:10]([F:13])([F:12])[F:11])=[CH:8][CH:7]=[N:6][CH:5]=1.[CH3:15][O:16][C:17]1[CH:18]=[CH:19][C:20]([OH:25])=[C:21]([CH:24]=1)[CH:22]=O, predict the reaction product. The product is: [CH3:15][O:16][C:17]1[CH:18]=[CH:19][C:20]([OH:25])=[C:21]([C:22]2[NH:1][N:2]=[C:3]([C:4]3[CH:5]=[N:6][CH:7]=[CH:8][C:9]=3[C:10]([F:11])([F:12])[F:13])[N:14]=2)[CH:24]=1. (7) Given the reactants [OH:1][CH2:2][CH2:3][C:4]1[CH:9]=[CH:8][C:7]([OH:10])=[CH:6][CH:5]=1.Br[CH2:12][C:13]1[CH:22]=[CH:21][CH:20]=[CH:19][C:14]=1[C:15]([O:17][CH3:18])=[O:16].C(=O)([O-])[O-].[K+].[K+].C(O)C(N)(CO)CO, predict the reaction product. The product is: [OH:1][CH2:2][CH2:3][C:4]1[CH:9]=[CH:8][C:7]([O:10][CH2:12][C:13]2[CH:22]=[CH:21][CH:20]=[CH:19][C:14]=2[C:15]([O:17][CH3:18])=[O:16])=[CH:6][CH:5]=1.